This data is from Full USPTO retrosynthesis dataset with 1.9M reactions from patents (1976-2016). The task is: Predict the reactants needed to synthesize the given product. (1) Given the product [Br:19][C:20]1[CH:28]=[CH:27][CH:26]=[C:25]2[C:21]=1[CH2:22][N:23]([C:41]([O:9][C@H:7]1[CH2:6][N:5]([C:10]([O:12][C:13]([CH3:14])([CH3:16])[CH3:15])=[O:11])[C@H:4]([C:3]([O:2][CH3:1])=[O:17])[CH2:8]1)=[O:42])[CH2:24]2, predict the reactants needed to synthesize it. The reactants are: [CH3:1][O:2][C:3](=[O:17])[C@@H:4]1[CH2:8][C@@H:7]([OH:9])[CH2:6][N:5]1[C:10]([O:12][C:13]([CH3:16])([CH3:15])[CH3:14])=[O:11].Cl.[Br:19][C:20]1[CH:28]=[CH:27][CH:26]=[C:25]2[C:21]=1[CH2:22][NH:23][CH2:24]2.CCN(C(C)C)C(C)C.CN([CH:41]=[O:42])C. (2) Given the product [CH2:24]([NH:26][C:27]([NH:12][C:11]1[CH:13]=[CH:14][CH:15]=[C:9]([B:4]2[O:3][C:2]([CH3:16])([CH3:1])[C:6]([CH3:7])([CH3:8])[O:5]2)[CH:10]=1)=[O:28])[CH3:25], predict the reactants needed to synthesize it. The reactants are: [CH3:1][C:2]1([CH3:16])[C:6]([CH3:8])([CH3:7])[O:5][B:4]([C:9]2[CH:10]=[C:11]([CH:13]=[CH:14][CH:15]=2)[NH2:12])[O:3]1.C(N(CC)CC)C.[CH2:24]([N:26]=[C:27]=[O:28])[CH3:25].